Dataset: Full USPTO retrosynthesis dataset with 1.9M reactions from patents (1976-2016). Task: Predict the reactants needed to synthesize the given product. Given the product [CH2:8]([O:7][P:5]([O:11][CH2:12][C:13]1[CH:30]=[C:29]([C:31]#[N:32])[CH:28]=[CH:27][C:14]=1[C:15]([OH:17])=[O:16])([O:4][CH2:1][CH:2]=[CH2:3])=[O:6])[CH:9]=[CH2:10], predict the reactants needed to synthesize it. The reactants are: [CH2:1]([O:4][P:5]([O:11][CH2:12][C:13]1[CH:30]=[C:29]([C:31]#[N:32])[CH:28]=[CH:27][C:14]=1[C:15]([O:17]CC1C=CC(OC)=CC=1)=[O:16])([O:7][CH2:8][CH:9]=[CH2:10])=[O:6])[CH:2]=[CH2:3].C1(OC)C=CC=CC=1.FC(F)(F)C(O)=O.